From a dataset of Catalyst prediction with 721,799 reactions and 888 catalyst types from USPTO. Predict which catalyst facilitates the given reaction. (1) Reactant: [C:1]1([C:11](=[O:13])[CH3:12])[C:10]2[C:5](=[CH:6][CH:7]=[CH:8][CH:9]=2)[CH:4]=[CH:3][CH:2]=1.[Br:14]Br. Product: [Br:14][CH2:12][C:11]([C:1]1[C:10]2[C:5](=[CH:6][CH:7]=[CH:8][CH:9]=2)[CH:4]=[CH:3][CH:2]=1)=[O:13]. The catalyst class is: 12. (2) Reactant: [Cl:1][C:2]1[N:3]=[C:4](Cl)[C:5]2[CH:10]=[CH:9][N:8]([CH2:11][O:12][CH2:13][CH2:14][Si:15]([CH3:18])([CH3:17])[CH3:16])[C:6]=2[N:7]=1.[NH2:20][C@H:21]1[CH2:24][C@H:23]([NH:25][C:26](=[O:32])[O:27][C:28]([CH3:31])([CH3:30])[CH3:29])[CH2:22]1.CCN(C(C)C)C(C)C. Product: [Cl:1][C:2]1[N:3]=[C:4]([NH:20][C@H:21]2[CH2:22][C@H:23]([NH:25][C:26](=[O:32])[O:27][C:28]([CH3:30])([CH3:29])[CH3:31])[CH2:24]2)[C:5]2[CH:10]=[CH:9][N:8]([CH2:11][O:12][CH2:13][CH2:14][Si:15]([CH3:18])([CH3:17])[CH3:16])[C:6]=2[N:7]=1. The catalyst class is: 41.